Dataset: Peptide-MHC class I binding affinity with 185,985 pairs from IEDB/IMGT. Task: Regression. Given a peptide amino acid sequence and an MHC pseudo amino acid sequence, predict their binding affinity value. This is MHC class I binding data. The peptide sequence is KEAVNHFHL. The MHC is HLA-A02:12 with pseudo-sequence HLA-A02:12. The binding affinity (normalized) is 0.0847.